Dataset: Forward reaction prediction with 1.9M reactions from USPTO patents (1976-2016). Task: Predict the product of the given reaction. (1) Given the reactants Cl[C:2]1[CH:7]=[C:6]([N:8]2[CH2:13][CH2:12][N:11]([C:14]([O:16][C:17]([CH3:20])([CH3:19])[CH3:18])=[O:15])[CH2:10][CH2:9]2)[N:5]=[C:4]2[CH2:21][CH2:22][CH2:23][C:3]=12.[NH2:24][C:25]1[CH:30]=[CH:29][C:28]([CH2:31][CH2:32][OH:33])=[CH:27][CH:26]=1, predict the reaction product. The product is: [OH:33][CH2:32][CH2:31][C:28]1[CH:29]=[CH:30][C:25]([NH:24][C:2]2[CH:7]=[C:6]([N:8]3[CH2:13][CH2:12][N:11]([C:14]([O:16][C:17]([CH3:20])([CH3:19])[CH3:18])=[O:15])[CH2:10][CH2:9]3)[N:5]=[C:4]3[CH2:21][CH2:22][CH2:23][C:3]=23)=[CH:26][CH:27]=1. (2) Given the reactants [NH:1]1[C:5]2=[N:6][CH:7]=[CH:8][CH:9]=[C:4]2[CH2:3][C:2]1=[O:10].Br[C:12]1[CH:17]=[CH:16][C:15]([N+:18]([O-:20])=[O:19])=[CH:14][CH:13]=1.CNCCNC.[I-].[K+], predict the reaction product. The product is: [N+:18]([C:15]1[CH:16]=[CH:17][C:12]([N:1]2[C:5]3=[N:6][CH:7]=[CH:8][CH:9]=[C:4]3[CH2:3][C:2]2=[O:10])=[CH:13][CH:14]=1)([O-:20])=[O:19]. (3) Given the reactants C1(C)C=CC=CC=1.[CH2:8]([CH:11]1[O:16][C:15](=[O:17])[CH:14]([C:18]2[CH:23]=[CH:22][C:21]([C:24]3[CH:29]=[CH:28][C:27]([CH:30]4[CH2:35][CH2:34][CH:33]([CH2:36][CH2:37][CH3:38])[CH2:32][CH2:31]4)=[C:26]([F:39])[C:25]=3[F:40])=[C:20]([F:41])[C:19]=2[F:42])[CH2:13][CH2:12]1)[CH2:9][CH3:10].[H-].C([Al+]CC(C)C)C(C)C.C1(C)C=CC=CC=1, predict the reaction product. The product is: [CH2:8]([CH:11]1[O:16][CH:15]([OH:17])[CH:14]([C:18]2[CH:23]=[CH:22][C:21]([C:24]3[CH:29]=[CH:28][C:27]([CH:30]4[CH2:35][CH2:34][CH:33]([CH2:36][CH2:37][CH3:38])[CH2:32][CH2:31]4)=[C:26]([F:39])[C:25]=3[F:40])=[C:20]([F:41])[C:19]=2[F:42])[CH2:13][CH2:12]1)[CH2:9][CH3:10]. (4) Given the reactants [CH:1]1[C:10]2[C:5](=[CH:6][CH:7]=[CH:8][CH:9]=2)[CH:4]=[CH:3][C:2]=1[C:11]([NH:13][C@H:14]([C:19]([OH:21])=[O:20])[C@H:15]([CH2:17][CH3:18])C)=[O:12].[CH3:22]OC(=O)[C@H](CC(C)C)N, predict the reaction product. The product is: [CH:1]1[C:10]2[C:5](=[CH:6][CH:7]=[CH:8][CH:9]=2)[CH:4]=[CH:3][C:2]=1[C:11]([NH:13][C@H:14]([C:19]([OH:21])=[O:20])[CH2:15][CH:17]([CH3:18])[CH3:22])=[O:12].